Predict the product of the given reaction. From a dataset of Forward reaction prediction with 1.9M reactions from USPTO patents (1976-2016). (1) Given the reactants [CH2:1]([N:3]([CH2:27][CH:28]1[CH2:33][CH2:32][NH:31][CH2:30][CH2:29]1)[CH:4]1[CH2:13][C:12]2[CH:11]=[C:10]([NH:14][C:15](=[O:26])[C:16]3[CH:21]=[CH:20][C:19]([S:22]([CH3:25])(=[O:24])=[O:23])=[CH:18][CH:17]=3)[CH:9]=[CH:8][C:7]=2[CH2:6][CH2:5]1)[CH3:2].C(N(CC)CC)C.[CH:41]([N:44]=[C:45]=[O:46])([CH3:43])[CH3:42], predict the reaction product. The product is: [CH:41]([NH:44][C:45]([N:31]1[CH2:30][CH2:29][CH:28]([CH2:27][N:3]([CH2:1][CH3:2])[CH:4]2[CH2:5][CH2:6][C:7]3[C:12](=[CH:11][C:10]([NH:14][C:15](=[O:26])[C:16]4[CH:21]=[CH:20][C:19]([S:22]([CH3:25])(=[O:23])=[O:24])=[CH:18][CH:17]=4)=[CH:9][CH:8]=3)[CH2:13]2)[CH2:33][CH2:32]1)=[O:46])([CH3:43])[CH3:42]. (2) Given the reactants [NH2:1][C@@H:2]([C:6]([OH:8])=[O:7])[C@H:3]([CH3:5])[OH:4].C([O-])(O)=O.[Na+].[C:14](=O)([O-:35])[O:15][C:16]1C(C)=C(C2C=CC(C3CCCCC3)=CC=2)C=CN=1.[CH:37]1([C:43]2[CH:48]=[CH:47][C:46](C3C=CN(C([O-])=O)C(=O)C=3C)=[CH:45][CH:44]=2)[CH2:42][CH2:41][CH2:40][CH2:39][CH2:38]1, predict the reaction product. The product is: [CH:37]1([C:43]2[CH:44]=[CH:45][C:46]([N:1]([C:14]([O:15][CH3:16])=[O:35])[C@H:2]([C@@H:3]([OH:4])[CH3:5])[C:6]([OH:8])=[O:7])=[CH:47][CH:48]=2)[CH2:38][CH2:39][CH2:40][CH2:41][CH2:42]1.